Dataset: Full USPTO retrosynthesis dataset with 1.9M reactions from patents (1976-2016). Task: Predict the reactants needed to synthesize the given product. (1) Given the product [Cl:1][C:2]1[CH:3]=[N:4][C:5]2[N:6]([N:8]=[C:9]([C:11]([N:16]3[CH2:17][CH2:18][C:19]4[S:23][C:22]([CH3:24])=[C:21]([CH3:25])[C:20]=4[N:15]3[CH3:14])=[O:13])[CH:10]=2)[CH:7]=1, predict the reactants needed to synthesize it. The reactants are: [Cl:1][C:2]1[CH:3]=[N:4][C:5]2[N:6]([N:8]=[C:9]([C:11]([OH:13])=O)[CH:10]=2)[CH:7]=1.[CH3:14][N:15]1[C:20]2[C:21]([CH3:25])=[C:22]([CH3:24])[S:23][C:19]=2[CH2:18][CH2:17][NH:16]1. (2) Given the product [CH:6]1([O:11][C:12]2[CH:13]=[C:14]([N:21]([CH2:29][CH:30]([CH3:32])[CH3:31])[C:22](=[O:28])[O:23][C:24]([CH3:25])([CH3:26])[CH3:27])[C:15]3[N:16]([C:18]([I:40])=[N:19][N:20]=3)[N:17]=2)[CH2:7][CH2:8][CH2:9][CH2:10]1, predict the reactants needed to synthesize it. The reactants are: CN(C=O)C.[CH:6]1([O:11][C:12]2[CH:13]=[C:14]([N:21]([CH2:29][CH:30]([CH3:32])[CH3:31])[C:22](=[O:28])[O:23][C:24]([CH3:27])([CH3:26])[CH3:25])[C:15]3[N:16]([CH:18]=[N:19][N:20]=3)[N:17]=2)[CH2:10][CH2:9][CH2:8][CH2:7]1.C1C(=O)N([I:40])C(=O)C1.OS([O-])=O.[Na+]. (3) Given the product [NH2:7][C:8]1[CH:13]=[CH:12][N:11]=[CH:10][C:9]=1[CH2:14][CH2:15][OH:16], predict the reactants needed to synthesize it. The reactants are: C(OC(=O)[NH:7][C:8]1[CH:13]=[CH:12][N:11]=[CH:10][C:9]=1[CH2:14][CH2:15][OH:16])(C)(C)C.C(O)(C(F)(F)F)=O. (4) Given the product [CH2:17]([C:14]([C:19]1[CH:33]=[CH:32][C:22]([O:23][CH2:24][C@@H:25]2[CH2:29][O:28][C:27]([CH3:31])([CH3:30])[O:26]2)=[C:21]([CH3:34])[CH:20]=1)([C:11]1[CH:12]=[CH:13][C:8]([CH2:7][CH2:6][S:5]([C:1]([CH3:4])([CH3:2])[CH3:3])=[O:36])=[C:9]([CH3:35])[CH:10]=1)[CH2:15][CH3:16])[CH3:18], predict the reactants needed to synthesize it. The reactants are: [C:1]([S:5][CH2:6][CH2:7][C:8]1[CH:13]=[CH:12][C:11]([C:14]([C:19]2[CH:33]=[CH:32][C:22]([O:23][CH2:24][C@@H:25]3[CH2:29][O:28][C:27]([CH3:31])([CH3:30])[O:26]3)=[C:21]([CH3:34])[CH:20]=2)([CH2:17][CH3:18])[CH2:15][CH3:16])=[CH:10][C:9]=1[CH3:35])([CH3:4])([CH3:3])[CH3:2].[OH2:36]. (5) Given the product [CH3:2][O:1][C:3]1[CH:4]=[C:5]([CH:21]=[CH:22][CH:23]=1)[O:6][C:7]1[N:12]=[CH:11][N:10]=[C:9]([NH:13][C:14]2[N:15]=[C:16]([NH:20][C:24](=[O:27])[CH:25]=[CH2:26])[CH:17]=[CH:18][CH:19]=2)[CH:8]=1, predict the reactants needed to synthesize it. The reactants are: [O:1]([C:3]1[CH:4]=[C:5]([CH:21]=[CH:22][CH:23]=1)[O:6][C:7]1[N:12]=[CH:11][N:10]=[C:9]([NH:13][C:14]2[CH:19]=[CH:18][CH:17]=[C:16]([NH2:20])[N:15]=2)[CH:8]=1)[CH3:2].[C:24](Cl)(=[O:27])[CH:25]=[CH2:26]. (6) Given the product [Cl:1][C:2]1[C:3]([C:8]([O:10][CH3:11])=[O:9])=[N:4][CH:5]=[CH:6][N:7]=1, predict the reactants needed to synthesize it. The reactants are: [Cl:1][C:2]1[C:3]([C:8]([OH:10])=[O:9])=[N:4][CH:5]=[CH:6][N:7]=1.[C:11](=O)([O-])[O-].[Cs+].[Cs+].IC. (7) The reactants are: [C:1]1(P(C2C=CC=CC=2)C2C=CC3C(=CC=CC=3)C=2C2C3C(=CC=CC=3)C=CC=2P(C2C=CC=CC=2)C2C=CC=CC=2)C=CC=CC=1.[C:47](=[O:50])([O-])[O-:48].[Cs+].[Cs+].CO.Cl[C:56]1[N:61]=[C:60]([CH2:62][C:63]2[C:64]([C:74]3[CH:79]=[CH:78][CH:77]=[CH:76][CH:75]=3)=[N:65][N:66]3[CH:71]=[C:70]([O:72][CH3:73])[CH:69]=[CH:68][C:67]=23)[CH:59]=[N:58][CH:57]=1. Given the product [CH3:73][O:72][C:70]1[CH:69]=[CH:68][C:67]2[N:66]([N:65]=[C:64]([C:74]3[CH:79]=[CH:78][CH:77]=[CH:76][CH:75]=3)[C:63]=2[CH2:62][C:60]2[N:61]=[C:56]([C:47]([O:48][CH3:1])=[O:50])[CH:57]=[N:58][CH:59]=2)[CH:71]=1, predict the reactants needed to synthesize it. (8) Given the product [CH2:1]([O:3][C:4]([C:6]1[C:10]([CH2:11][CH3:12])=[N:9][N:8]([CH3:13])[N:7]=1)=[O:5])[CH3:2], predict the reactants needed to synthesize it. The reactants are: [CH2:1]([O:3][C:4]([C:6]1[C:10]([CH2:11][CH3:12])=[N:9][NH:8][N:7]=1)=[O:5])[CH3:2].[CH3:13]I. (9) The reactants are: C([O-])([O-])=O.[K+].[K+].Br[CH2:8][C:9]([C:11]1[C:16]([CH3:17])=[CH:15][C:14]([CH3:18])=[CH:13][C:12]=1[CH3:19])=[O:10].[OH:20][C:21]1[CH:22]=[N:23][CH:24]=[CH:25][CH:26]=1. Given the product [N:23]1[CH:24]=[CH:25][CH:26]=[C:21]([O:20][CH2:8][C:9]([C:11]2[C:16]([CH3:17])=[CH:15][C:14]([CH3:18])=[CH:13][C:12]=2[CH3:19])=[O:10])[CH:22]=1, predict the reactants needed to synthesize it. (10) Given the product [CH3:1][O:2][C:3]1[N:13]=[CH:12][C:11]2[S:10][CH2:9][CH2:8][N:7]([CH2:14][C:16]3[CH:25]=[CH:24][CH:23]=[CH:22][C:17]=3[C:18]([O:20][CH3:21])=[O:19])[CH2:6][C:5]=2[CH:4]=1, predict the reactants needed to synthesize it. The reactants are: [CH3:1][O:2][C:3]1[N:13]=[CH:12][C:11]2[S:10][CH2:9][CH2:8][NH:7][CH2:6][C:5]=2[CH:4]=1.[CH:14]([C:16]1[CH:25]=[CH:24][CH:23]=[CH:22][C:17]=1[C:18]([O:20][CH3:21])=[O:19])=O.C(O[BH-](OC(=O)C)OC(=O)C)(=O)C.[Na+].